Dataset: Choline transporter screen with 302,306 compounds. Task: Binary Classification. Given a drug SMILES string, predict its activity (active/inactive) in a high-throughput screening assay against a specified biological target. The molecule is Clc1n(nc(c1C(=O)Nc1c(n(n(c1=O)c1ccccc1)C)C)C)c1ccccc1. The result is 0 (inactive).